From a dataset of Full USPTO retrosynthesis dataset with 1.9M reactions from patents (1976-2016). Predict the reactants needed to synthesize the given product. (1) Given the product [CH:47]1([NH:46][C:45]([C@@H:40]([NH:39][C:38]([C@@H:15]2[CH2:16][C@H:17]([O:19][C:20]3[C:29]4[C:24](=[CH:25][C:26]([O:30][CH3:31])=[CH:27][CH:28]=4)[N:23]=[C:22]([C:32]4[CH:37]=[CH:36][CH:35]=[CH:34][CH:33]=4)[CH:21]=3)[CH2:18][C@H:14]2[C:12]([NH:11][C@:6]2([C:4]([OH:5])=[O:3])[CH2:8][C@H:7]2[CH:9]=[CH2:10])=[O:13])=[O:53])[C:41]([CH3:44])([CH3:42])[CH3:43])=[O:52])[CH2:51][CH2:50][CH2:49][CH2:48]1, predict the reactants needed to synthesize it. The reactants are: C([O:3][C:4]([C@@:6]1([NH:11][C:12]([C@@H:14]2[CH2:18][C@@H:17]([O:19][C:20]3[C:29]4[C:24](=[CH:25][C:26]([O:30][CH3:31])=[CH:27][CH:28]=4)[N:23]=[C:22]([C:32]4[CH:37]=[CH:36][CH:35]=[CH:34][CH:33]=4)[CH:21]=3)[CH2:16][C@H:15]2[C:38](=[O:53])[NH:39][C@H:40]([C:45](=[O:52])[NH:46][CH:47]2[CH2:51][CH2:50][CH2:49][CH2:48]2)[C:41]([CH3:44])([CH3:43])[CH3:42])=[O:13])[CH2:8][C@H:7]1[CH:9]=[CH2:10])=[O:5])C.[Li+].[OH-]. (2) The reactants are: C([O:8][N:9]([CH2:12][C@@H:13]([CH2:17][CH2:18][CH2:19][CH3:20])[C:14](O)=[O:15])[CH:10]=[O:11])C1C=CC=CC=1.[CH3:21][N:22]1[CH2:27][CH2:26][N:25]([C:28]2[CH:41]=[CH:40][C:31]3[NH:32][C:33]([C@@H:35]4[CH2:39][CH2:38][CH2:37][NH:36]4)=[N:34][C:30]=3[CH:29]=2)[CH2:24][CH2:23]1. Given the product [OH:8][N:9]([CH2:12][C@H:13]([C:14]([N:36]1[CH2:37][CH2:38][CH2:39][C@H:35]1[C:33]1[NH:32][C:31]2[CH:40]=[CH:41][C:28]([N:25]3[CH2:24][CH2:23][N:22]([CH3:21])[CH2:27][CH2:26]3)=[CH:29][C:30]=2[N:34]=1)=[O:15])[CH2:17][CH2:18][CH2:19][CH3:20])[CH:10]=[O:11], predict the reactants needed to synthesize it. (3) Given the product [CH3:30][C:24]1[C:20]2[N:21]=[CH:22][N:23]=[C:18]([N:15]3[CH2:16][CH2:17][CH:12]([CH2:11][CH2:10][NH:9][C:37](=[O:42])[C:38]([CH3:41])([CH3:40])[CH3:39])[CH2:13][CH2:14]3)[C:19]=2[S:26][C:25]=1[C:27]([NH2:29])=[O:28], predict the reactants needed to synthesize it. The reactants are: OS(C(F)(F)F)(=O)=O.[NH2:9][CH2:10][CH2:11][CH:12]1[CH2:17][CH2:16][N:15]([C:18]2[C:19]3[S:26][C:25]([C:27]([NH2:29])=[O:28])=[C:24]([CH3:30])[C:20]=3[N:21]=[CH:22][N:23]=2)[CH2:14][CH2:13]1.C([O-])([O-])=O.[Na+].[Na+].[C:37](Cl)(=[O:42])[C:38]([CH3:41])([CH3:40])[CH3:39]. (4) Given the product [CH2:1]([C@@H:8]1[CH2:12][O:11][C:10](=[O:13])[N:9]1[C:14](=[O:42])[C@H:15]([CH2:19][S:20]([N:23]1[CH2:28][CH2:27][N:26]([C:29]2[N:34]=[CH:33][C:32]([C:35]3[CH:40]=[CH:39][C:38]([Cl:43])=[CH:37][CH:36]=3)=[CH:31][N:30]=2)[CH2:25][CH2:24]1)(=[O:22])=[O:21])[CH:16]([CH3:18])[CH3:17])[C:2]1[CH:7]=[CH:6][CH:5]=[CH:4][CH:3]=1, predict the reactants needed to synthesize it. The reactants are: [CH2:1]([C@@H:8]1[CH2:12][O:11][C:10](=[O:13])[N:9]1[C:14](=[O:42])[C@H:15]([CH2:19][S:20]([N:23]1[CH2:28][CH2:27][N:26]([C:29]2[N:34]=[CH:33][C:32]([C:35]3[CH:40]=[CH:39][C:38](F)=[CH:37][CH:36]=3)=[CH:31][N:30]=2)[CH2:25][CH2:24]1)(=[O:22])=[O:21])[CH:16]([CH3:18])[CH3:17])[C:2]1[CH:7]=[CH:6][CH:5]=[CH:4][CH:3]=1.[Cl:43]C1C=CC(C2C=NC(C3CCNCC3)=NC=2)=CC=1.C([C@@H]1COC(=O)N1C(=O)[C@H](CS(Cl)(=O)=O)C(C)C)C1C=CC=CC=1. (5) Given the product [N:8]1[CH:13]=[CH:12][CH:11]=[C:10]([C:14]2([CH2:17][CH2:18][N:19]([CH2:30][C:26]3[N:25]([C:21]4[S:20][CH:2]=[CH:3][N:22]=4)[CH:29]=[CH:28][CH:27]=3)[CH2:30][C:26]3[N:25]([C:21]4[S:20][CH:24]=[CH:23][N:22]=4)[CH:29]=[CH:28][CH:27]=3)[CH2:15][CH2:16]2)[CH:9]=1, predict the reactants needed to synthesize it. The reactants are: F[C:2](F)(F)[C:3]([O-])=O.[N:8]1[CH:13]=[CH:12][CH:11]=[C:10]([C:14]2([CH2:17][CH2:18][NH2:19])[CH2:16][CH2:15]2)[CH:9]=1.[S:20]1[CH:24]=[CH:23][N:22]=[C:21]1[N:25]1[CH:29]=[CH:28][CH:27]=[C:26]1[CH:30]=O.